Dataset: Peptide-MHC class II binding affinity with 134,281 pairs from IEDB. Task: Regression. Given a peptide amino acid sequence and an MHC pseudo amino acid sequence, predict their binding affinity value. This is MHC class II binding data. (1) The peptide sequence is APCRIPVIVADDLTA. The MHC is HLA-DQA10201-DQB10303 with pseudo-sequence HLA-DQA10201-DQB10303. The binding affinity (normalized) is 0.270. (2) The peptide sequence is TFTVQKGSDPKKLVL. The MHC is DRB1_1101 with pseudo-sequence DRB1_1101. The binding affinity (normalized) is 0.200. (3) The peptide sequence is AFGSMAKKGDEQKLR. The MHC is HLA-DQA10301-DQB10302 with pseudo-sequence HLA-DQA10301-DQB10302. The binding affinity (normalized) is 0.0687.